Dataset: Reaction yield outcomes from USPTO patents with 853,638 reactions. Task: Predict the reaction yield, written as a fraction of the theoretical maximum amount of product (1.0 means a 100% yield; for example, 0.34 means a 34% yield). The reactants are [NH2:1][C:2]1[C:11]2[C:6](=[CH:7][CH:8]=[CH:9][CH:10]=2)[C:5]([O:12][C:13]2[C:22]3[NH:21][C:20](=[O:23])[CH:19]=[N:18][C:17]=3[N:16]=[CH:15][CH:14]=2)=[CH:4][CH:3]=1.[F:24][C:25]1[CH:30]=[CH:29][C:28]([C:31]([F:34])([F:33])[F:32])=[CH:27][C:26]=1[N:35]=[C:36]=[O:37]. No catalyst specified. The product is [F:24][C:25]1[CH:30]=[CH:29][C:28]([C:31]([F:34])([F:33])[F:32])=[CH:27][C:26]=1[NH:35][C:36]([NH:1][C:2]1[C:11]2[C:6](=[CH:7][CH:8]=[CH:9][CH:10]=2)[C:5]([O:12][C:13]2[C:22]3[NH:21][C:20](=[O:23])[CH:19]=[N:18][C:17]=3[N:16]=[CH:15][CH:14]=2)=[CH:4][CH:3]=1)=[O:37]. The yield is 0.980.